Dataset: Orexin1 receptor HTS with 218,158 compounds and 233 confirmed actives. Task: Binary Classification. Given a drug SMILES string, predict its activity (active/inactive) in a high-throughput screening assay against a specified biological target. (1) The compound is S(=O)(=O)(N)c1ccc(c2oc(cc2)/C=N\NC(=O)c2c(O)cccc2)cc1. The result is 0 (inactive). (2) The result is 0 (inactive). The molecule is Brc1cc2c(N(CC2)C(=O)CC)c(S(=O)(=O)N(c2c(OC)cc(OC)cc2)C)c1. (3) The molecule is Clc1cc2cc(oc2cc1)C(=O)N1CC(Oc2c1cccc2)C(=O)N1CCCCC1. The result is 0 (inactive).